This data is from Forward reaction prediction with 1.9M reactions from USPTO patents (1976-2016). The task is: Predict the product of the given reaction. Given the reactants [Br:1][C:2]1[C:3]([CH3:10])=[C:4]([NH:8][NH2:9])[CH:5]=[CH:6][CH:7]=1.C(O[CH:14]=[C:15]([C:18]#[N:19])[C:16]#[N:17])C.C(N(C(C)C)C(C)C)C, predict the reaction product. The product is: [NH2:19][C:18]1[N:8]([C:4]2[CH:5]=[CH:6][CH:7]=[C:2]([Br:1])[C:3]=2[CH3:10])[N:9]=[CH:14][C:15]=1[C:16]#[N:17].